From a dataset of Reaction yield outcomes from USPTO patents with 853,638 reactions. Predict the reaction yield, written as a fraction of the theoretical maximum amount of product (1.0 means a 100% yield; for example, 0.34 means a 34% yield). The reactants are [C:1](/[C:3](=[N:10]\[O-:11])/[C:4]1[CH:9]=[CH:8][CH:7]=[CH:6][CH:5]=1)#[N:2].[Na+].Cl[CH2:14][C:15]1[N:20]=[C:19]([NH:21][C:22](=[O:28])[O:23][CH2:24][CH2:25][C:26]#[CH:27])[CH:18]=[CH:17][CH:16]=1.[I-].[K+].C(=O)([O-])[O-].[Cs+].[Cs+]. The catalyst is C(#N)C.CN(C=O)C. The product is [C:1](/[C:3](=[N:10]\[O:11][CH2:14][C:15]1[N:20]=[C:19]([NH:21][C:22](=[O:28])[O:23][CH2:24][CH2:25][C:26]#[CH:27])[CH:18]=[CH:17][CH:16]=1)/[C:4]1[CH:9]=[CH:8][CH:7]=[CH:6][CH:5]=1)#[N:2]. The yield is 0.900.